This data is from Full USPTO retrosynthesis dataset with 1.9M reactions from patents (1976-2016). The task is: Predict the reactants needed to synthesize the given product. (1) Given the product [Cl:1][C:2]1[CH:7]=[CH:6][CH:5]=[C:4]([F:8])[C:3]=1[C:9]1[NH:13][C:12](=[O:14])[N:11]([C:15]2[CH:24]=[CH:23][C:18]([C:19]([NH:32][C:31]3[CH:33]=[CH:34][C:28]([F:27])=[C:29]([C:35]([F:38])([F:36])[F:37])[CH:30]=3)=[O:21])=[C:17]([O:25][CH3:26])[CH:16]=2)[N:10]=1, predict the reactants needed to synthesize it. The reactants are: [Cl:1][C:2]1[CH:7]=[CH:6][CH:5]=[C:4]([F:8])[C:3]=1[C:9]1[NH:13][C:12](=[O:14])[N:11]([C:15]2[CH:24]=[CH:23][C:18]([C:19]([O:21]C)=O)=[C:17]([O:25][CH3:26])[CH:16]=2)[N:10]=1.[F:27][C:28]1[CH:34]=[CH:33][C:31]([NH2:32])=[CH:30][C:29]=1[C:35]([F:38])([F:37])[F:36].C[Al](C)C. (2) Given the product [N:1]1([CH:14]([CH2:17][CH3:18])[CH2:15][O:16][CH2:22][CH2:23][CH:24]2[CH2:25][CH2:26][N:27]([C:30]([O:32][C:33]([CH3:34])([CH3:36])[CH3:35])=[O:31])[CH2:28][CH2:29]2)[C:13]2[C:12]3[CH:11]=[CH:10][CH:9]=[CH:8][C:7]=3[N:6]=[CH:5][C:4]=2[N:3]=[CH:2]1, predict the reactants needed to synthesize it. The reactants are: [N:1]1([CH:14]([CH2:17][CH3:18])[CH2:15][OH:16])[C:13]2[C:12]3[CH:11]=[CH:10][CH:9]=[CH:8][C:7]=3[N:6]=[CH:5][C:4]=2[N:3]=[CH:2]1.[H-].[Na+].I[CH2:22][CH2:23][CH:24]1[CH2:29][CH2:28][N:27]([C:30]([O:32][C:33]([CH3:36])([CH3:35])[CH3:34])=[O:31])[CH2:26][CH2:25]1.[Cl-].[NH4+].